The task is: Binary Classification. Given a drug SMILES string, predict its activity (active/inactive) in a high-throughput screening assay against a specified biological target.. This data is from Kir2.1 potassium channel HTS with 301,493 compounds. The drug is N(c1ncnc2[nH]ncc12)c1ccccc1. The result is 0 (inactive).